From a dataset of Catalyst prediction with 721,799 reactions and 888 catalyst types from USPTO. Predict which catalyst facilitates the given reaction. (1) Reactant: Cl.[F:2][CH2:3][C:4]1([OH:10])[CH2:9][CH2:8][NH:7][CH2:6][CH2:5]1.CCN(C(C)C)C(C)C.[C:20](Cl)([Cl:22])=[O:21]. Product: [F:2][CH2:3][C:4]1([OH:10])[CH2:9][CH2:8][N:7]([C:20]([Cl:22])=[O:21])[CH2:6][CH2:5]1. The catalyst class is: 4. (2) Reactant: [Cl:1][C:2]1[CH:7]=[CH:6][N:5]=[C:4]([CH:8]([CH:11]2[CH2:13][CH2:12]2)[CH:9]=O)[C:3]=1[CH3:14].N1CCC[CH2:17][CH2:16]1.C(O)(=O)C.C([C:27](CC)([C:31]([O-:33])=O)[C:28]([O-:30])=[O:29])C. Product: [Cl:1][C:2]1[CH:7]=[CH:6][N:5]2[C:4]([C:3]=1[CH3:14])=[C:8]([CH:11]1[CH2:13][CH2:12]1)[CH:9]=[C:27]([C:28]([O:30][CH2:16][CH3:17])=[O:29])[C:31]2=[O:33]. The catalyst class is: 8. (3) Reactant: [CH2:1]([O:3][C:4]([C:6]1([C:26]([O:28][CH2:29][CH3:30])=[O:27])[CH2:10][CH2:9][CH2:8][N:7]1[C:11]1[CH:12]=[N:13][C:14]([O:17][C:18]2[CH:23]=[CH:22][C:21](C=O)=[CH:20][CH:19]=2)=[CH:15][CH:16]=1)=[O:5])[CH3:2].[C:31](=[O:34])([O-:33])[O-].[Na+].[Na+].[Mn]([O-])(=O)(=O)=[O:38].[K+]. Product: [CH2:29]([O:28][C:26]([C:6]1([C:4]([O:3][CH2:1][CH3:2])=[O:5])[CH2:10][CH2:9][C:8](=[O:38])[N:7]1[C:11]1[CH:12]=[N:13][C:14]([O:17][C:18]2[CH:23]=[CH:22][C:21]([C:31]([OH:33])=[O:34])=[CH:20][CH:19]=2)=[CH:15][CH:16]=1)=[O:27])[CH3:30]. The catalyst class is: 371. (4) Reactant: [CH2:1]([NH:4][CH2:5][C:6]([OH:8])=[O:7])[CH:2]=[CH2:3].[C:9](O[C:9]([O:11][C:12]([CH3:15])([CH3:14])[CH3:13])=[O:10])([O:11][C:12]([CH3:15])([CH3:14])[CH3:13])=[O:10].O. Product: [C:9]([N:4]([CH2:1][CH:2]=[CH2:3])[CH2:5][C:6]([OH:8])=[O:7])([O:11][C:12]([CH3:15])([CH3:14])[CH3:13])=[O:10]. The catalyst class is: 74. (5) Reactant: [CH:1]1([NH2:6])[CH2:5][CH2:4][CH2:3][CH2:2]1.[C:7]([O:12][CH3:13])(=[O:11])[C:8]([CH3:10])=[CH2:9]. Product: [CH3:13][O:12][C:7](=[O:11])[CH:8]([CH3:10])[CH2:9][NH:6][CH:1]1[CH2:5][CH2:4][CH2:3][CH2:2]1. The catalyst class is: 5. (6) Reactant: [NH:1]1[C:5]2=[CH:6][N:7]=[CH:8][CH:9]=[C:4]2[C:3]2([CH2:11][CH2:10]2)[C:2]1=[O:12].CC([O-])(C)C.[Na+].[Cl:19][C:20]1[CH:42]=[CH:41][C:23]2[N:24]([C:29]3[CH:34]=[CH:33][C:32]([CH2:35][C:36]([O:38][CH2:39][CH3:40])=[O:37])=[CH:31][CH:30]=3)[C:25]([CH2:27]Cl)=[N:26][C:22]=2[CH:21]=1.Cl. Product: [CH2:39]([O:38][C:36](=[O:37])[CH2:35][C:32]1[CH:33]=[CH:34][C:29]([N:24]2[C:23]3[CH:41]=[CH:42][C:20]([Cl:19])=[CH:21][C:22]=3[N:26]=[C:25]2[CH2:27][N:1]2[C:5]3=[CH:6][N:7]=[CH:8][CH:9]=[C:4]3[C:3]3([CH2:10][CH2:11]3)[C:2]2=[O:12])=[CH:30][CH:31]=1)[CH3:40]. The catalyst class is: 9.